Dataset: Full USPTO retrosynthesis dataset with 1.9M reactions from patents (1976-2016). Task: Predict the reactants needed to synthesize the given product. (1) Given the product [C:4]([C:3]1[CH:7]=[CH:8][CH:9]=[CH:10][C:2]=1[NH:1][C:19]([C:16]1[S:17][CH:18]=[C:14]([CH:11]([CH3:13])[CH3:12])[N:15]=1)=[O:20])(=[O:5])[NH2:6], predict the reactants needed to synthesize it. The reactants are: [NH2:1][C:2]1[CH:10]=[CH:9][CH:8]=[CH:7][C:3]=1[C:4]([NH2:6])=[O:5].[CH:11]([C:14]1[N:15]=[C:16]([C:19](O)=[O:20])[S:17][CH:18]=1)([CH3:13])[CH3:12]. (2) Given the product [CH3:20][N:21]([CH3:30])[C:22]([N:24]1[CH2:25][CH2:26][N:27]([CH2:11][C:9]2[S:10][C:5]3[C:4]([N:14]4[CH2:19][CH2:18][O:17][CH2:16][CH2:15]4)=[N:3][C:2]([Cl:1])=[N:7][C:6]=3[C:8]=2[CH3:13])[CH2:28][CH2:29]1)=[O:23], predict the reactants needed to synthesize it. The reactants are: [Cl:1][C:2]1[N:3]=[C:4]([N:14]2[CH2:19][CH2:18][O:17][CH2:16][CH2:15]2)[C:5]2[S:10][C:9]([CH:11]=O)=[C:8]([CH3:13])[C:6]=2[N:7]=1.[CH3:20][N:21]([CH3:30])[C:22]([N:24]1[CH2:29][CH2:28][NH:27][CH2:26][CH2:25]1)=[O:23]. (3) Given the product [C:13]([C:2]1[C:3]([CH:11]=[O:12])=[CH:4][C:5]2[O:9][CH2:8][O:7][C:6]=2[CH:10]=1)#[N:14], predict the reactants needed to synthesize it. The reactants are: Br[C:2]1[C:3]([CH:11]=[O:12])=[CH:4][C:5]2[O:9][CH2:8][O:7][C:6]=2[CH:10]=1.[C:13]([Cu])#[N:14].O. (4) The reactants are: C(OC([N:6]1[CH2:11][CH2:10][CH:9]([C:12]2[C:20]3[C:15](=[N:16][CH:17]=[CH:18][CH:19]=3)[NH:14][CH:13]=2)[CH2:8][CH2:7]1)=O)C.Br[CH2:22][C:23]1[CH:28]=[CH:27][CH:26]=[CH:25][N:24]=1. Given the product [NH:6]1[CH2:7][CH2:8][CH:9]([C:12]2[C:20]3[C:15](=[N:16][CH:17]=[CH:18][CH:19]=3)[N:14]([CH2:22][C:23]3[CH:28]=[CH:27][CH:26]=[CH:25][N:24]=3)[CH:13]=2)[CH2:10][CH2:11]1, predict the reactants needed to synthesize it. (5) Given the product [OH:11][C@@H:9]1[CH2:8][NH:7][C@H:6]([C:4]([NH2:12])=[O:3])[CH2:10]1, predict the reactants needed to synthesize it. The reactants are: Cl.C[O:3][C:4]([C@@H:6]1[CH2:10][C@H:9]([OH:11])[CH2:8][NH:7]1)=O.[NH3:12]. (6) The reactants are: [CH2:1]([SH:4])[CH2:2][CH3:3].[H-].[Na+].Cl[C:8]1[N:13]([CH3:14])[C:12](=[O:15])[N:11]([CH3:16])[C:10](=[O:17])[C:9]=1[CH:18]=[O:19]. Given the product [CH3:14][N:13]1[C:8]([S:4][CH2:1][CH2:2][CH3:3])=[C:9]([CH:18]=[O:19])[C:10](=[O:17])[N:11]([CH3:16])[C:12]1=[O:15], predict the reactants needed to synthesize it. (7) Given the product [CH2:66]([O:73][NH:74][C:20]([CH2:19][CH2:18][C:15]1[CH:16]=[CH:17][C:12]([O:11][C:10]2[CH:9]=[CH:8][C:7]([CH2:6][CH:5]([NH:25][S:26]([C:29]3[CH:34]=[CH:33][C:32]([CH3:35])=[CH:31][CH:30]=3)(=[O:27])=[O:28])[C:3]([N:2]([CH3:36])[CH3:1])=[O:4])=[CH:24][CH:23]=2)=[CH:13][CH:14]=1)=[O:21])[C:67]1[CH:72]=[CH:71][CH:70]=[CH:69][CH:68]=1, predict the reactants needed to synthesize it. The reactants are: [CH3:1][N:2]([CH3:36])[C:3]([CH:5]([NH:25][S:26]([C:29]1[CH:34]=[CH:33][C:32]([CH3:35])=[CH:31][CH:30]=1)(=[O:28])=[O:27])[CH2:6][C:7]1[CH:24]=[CH:23][C:10]([O:11][C:12]2[CH:17]=[CH:16][C:15]([CH2:18][CH2:19][C:20](O)=[O:21])=[CH:14][CH:13]=2)=[CH:9][CH:8]=1)=[O:4].ON1C2C=CC=CC=2N=N1.CCN=C=NCCCN(C)C.C(N(CC)CC)C.Cl.[CH2:66]([O:73][NH2:74])[C:67]1[CH:72]=[CH:71][CH:70]=[CH:69][CH:68]=1. (8) Given the product [N:23]1([CH2:28][CH2:29][O:30][C:31]2[CH:32]=[CH:33][C:34]([NH:35][C:2]3[N:7]=[CH:6][N:5]=[C:4]([C:8]4[CH:9]=[CH:10][C:11]([O:16][CH:17]5[CH2:22][CH2:21][O:20][CH2:19][CH2:18]5)=[C:12]([CH:15]=4)[C:13]#[N:14])[N:3]=3)=[CH:36][CH:37]=2)[CH2:27][CH2:26][CH2:25][CH2:24]1, predict the reactants needed to synthesize it. The reactants are: Cl[C:2]1[N:7]=[CH:6][N:5]=[C:4]([C:8]2[CH:9]=[CH:10][C:11]([O:16][CH:17]3[CH2:22][CH2:21][O:20][CH2:19][CH2:18]3)=[C:12]([CH:15]=2)[C:13]#[N:14])[N:3]=1.[N:23]1([CH2:28][CH2:29][O:30][C:31]2[CH:37]=[CH:36][C:34]([NH2:35])=[CH:33][CH:32]=2)[CH2:27][CH2:26][CH2:25][CH2:24]1.CCN(C(C)C)C(C)C. (9) Given the product [CH3:27][O:26][C:22]1[CH:23]=[C:24]2[C:19](=[CH:20][CH:21]=1)[NH:18][C:17](=[O:28])[C:16]([CH:13]1[CH2:14][CH2:15][NH:10][CH2:11][CH2:12]1)=[CH:25]2, predict the reactants needed to synthesize it. The reactants are: [H][H].C([N:10]1[CH2:15][CH:14]=[C:13]([C:16]2[C:17]([OH:28])=[N:18][C:19]3[C:24]([CH:25]=2)=[CH:23][C:22]([O:26][CH3:27])=[CH:21][CH:20]=3)[CH2:12][CH2:11]1)C1C=CC=CC=1.C1COCC1. (10) Given the product [F:21][C:18]([F:19])([F:20])[CH2:17][CH2:16][N:13]1[CH2:14][CH2:15][CH:10]([C:7]2[CH:6]=[CH:5][C:4]([NH2:1])=[CH:9][CH:8]=2)[CH2:11][CH2:12]1, predict the reactants needed to synthesize it. The reactants are: [N+:1]([C:4]1[CH:9]=[CH:8][C:7]([C:10]2[CH2:11][CH2:12][N:13]([CH2:16][CH2:17][C:18]([F:21])([F:20])[F:19])[CH2:14][CH:15]=2)=[CH:6][CH:5]=1)([O-])=O.